This data is from Reaction yield outcomes from USPTO patents with 853,638 reactions. The task is: Predict the reaction yield, written as a fraction of the theoretical maximum amount of product (1.0 means a 100% yield; for example, 0.34 means a 34% yield). (1) The reactants are C(OCC)(=O)C.C[Si]([N-][Si](C)(C)C)(C)C.[Li+].C([O:21][C:22](=[O:32])[CH2:23][CH:24]([CH2:28][CH:29]([CH3:31])[CH3:30])[C:25](O)=O)(C)(C)C. The catalyst is C1COCC1. The product is [CH2:28]([CH:24]1[CH2:25][O:32][C:22](=[O:21])[CH2:23]1)[CH:29]([CH3:30])[CH3:31]. The yield is 0.410. (2) The reactants are [CH3:1][O:2][C:3]1[N:8]=[CH:7][C:6]([NH:9][C:10]([C:12]2[CH:13]=[C:14]([C:20]3[CH:25]=[CH:24][CH:23]=[CH:22][CH:21]=3)[C:15]([Cl:19])=[CH:16][C:17]=2Br)=[O:11])=[CH:5][CH:4]=1.C([Sn](CCCC)(CCCC)[C:31]1[CH:36]=[CH:35][CH:34]=[CH:33][N:32]=1)CCC. The catalyst is O1CCOCC1. The product is [CH3:1][O:2][C:3]1[N:8]=[CH:7][C:6]([NH:9][C:10]([C:12]2[CH:13]=[C:14]([C:20]3[CH:25]=[CH:24][CH:23]=[CH:22][CH:21]=3)[C:15]([Cl:19])=[CH:16][C:17]=2[C:31]2[CH:36]=[CH:35][CH:34]=[CH:33][N:32]=2)=[O:11])=[CH:5][CH:4]=1. The yield is 0.600. (3) The reactants are [NH2:1][CH:2]([C:7]1[CH:12]=[CH:11][C:10]([O:13][CH:14]([F:16])[F:15])=[C:9]([O:17][CH2:18][CH:19]2[CH2:21][CH2:20]2)[CH:8]=1)[CH2:3][C:4]([OH:6])=[O:5].[C:22]([NH:25][C:26]1[CH:36]=[CH:35][CH:34]=[C:28]2[C:29]([O:31][C:32](=O)[C:27]=12)=[O:30])(=[O:24])[CH3:23].C([O-])(=O)C.[Na+]. The catalyst is C(O)(=O)C. The product is [C:22]([NH:25][C:26]1[CH:36]=[CH:35][CH:34]=[C:28]2[C:27]=1[C:32](=[O:31])[N:1]([CH:2]([C:7]1[CH:12]=[CH:11][C:10]([O:13][CH:14]([F:16])[F:15])=[C:9]([O:17][CH2:18][CH:19]3[CH2:21][CH2:20]3)[CH:8]=1)[CH2:3][C:4]([OH:6])=[O:5])[C:29]2=[O:30])(=[O:24])[CH3:23]. The yield is 0.850. (4) The reactants are [O:1]1[CH:5]=[CH:4][CH:3]=[C:2]1[C:6]1[N:7]=[C:8]([NH:19][C:20](=[O:26])[O:21][C:22]([CH3:25])([CH3:24])[CH3:23])[S:9][C:10]=1[C:11]([CH:13]1[CH2:18][CH2:17][S:16][CH2:15][CH2:14]1)=[O:12].ClC1C=CC=C(C(OO)=[O:35])C=1.O. The catalyst is C(Cl)(Cl)Cl. The product is [O:1]1[CH:5]=[CH:4][CH:3]=[C:2]1[C:6]1[N:7]=[C:8]([NH:19][C:20](=[O:26])[O:21][C:22]([CH3:23])([CH3:25])[CH3:24])[S:9][C:10]=1[C:11]([CH:13]1[CH2:14][CH2:15][S:16](=[O:35])[CH2:17][CH2:18]1)=[O:12]. The yield is 0.690.